This data is from Peptide-MHC class II binding affinity with 134,281 pairs from IEDB. The task is: Regression. Given a peptide amino acid sequence and an MHC pseudo amino acid sequence, predict their binding affinity value. This is MHC class II binding data. The peptide sequence is KGSNPNYLALLVKYVNGDGD. The MHC is HLA-DPA10201-DPB11401 with pseudo-sequence HLA-DPA10201-DPB11401. The binding affinity (normalized) is 0.345.